Dataset: Full USPTO retrosynthesis dataset with 1.9M reactions from patents (1976-2016). Task: Predict the reactants needed to synthesize the given product. (1) The reactants are: [Cl:1][C:2]1[C:7]([C:8]([F:11])([F:10])[F:9])=[CH:6][C:5]([C:12]2[N:16]=[CH:15][N:14](/[CH:17]=[CH:18]\[C:19]([OH:21])=O)[N:13]=2)=[CH:4][C:3]=1[C:22]([F:25])([F:24])[F:23].[NH:26]([C:28]1[CH:33]=[N:32][CH:31]=[CH:30][N:29]=1)[NH2:27].C(P1(=O)OP(CCC)(=O)OP(CCC)(=O)O1)CC.CCN(C(C)C)C(C)C. Given the product [Cl:1][C:2]1[C:7]([C:8]([F:10])([F:9])[F:11])=[CH:6][C:5]([C:12]2[N:16]=[CH:15][N:14](/[CH:17]=[CH:18]\[C:19]([NH:27][NH:26][C:28]3[CH:33]=[N:32][CH:31]=[CH:30][N:29]=3)=[O:21])[N:13]=2)=[CH:4][C:3]=1[C:22]([F:24])([F:25])[F:23], predict the reactants needed to synthesize it. (2) Given the product [CH:1]([N:14]1[CH2:17][C:16]([C:20]([F:22])([F:21])[F:19])([OH:18])[CH2:15]1)([C:8]1[CH:13]=[CH:12][CH:11]=[CH:10][CH:9]=1)[C:2]1[CH:3]=[CH:4][CH:5]=[CH:6][CH:7]=1, predict the reactants needed to synthesize it. The reactants are: [CH:1]([N:14]1[CH2:17][C:16](=[O:18])[CH2:15]1)([C:8]1[CH:13]=[CH:12][CH:11]=[CH:10][CH:9]=1)[C:2]1[CH:7]=[CH:6][CH:5]=[CH:4][CH:3]=1.[F:19][C:20]([Si](C)(C)C)([F:22])[F:21].[F-].C([N+](CCCC)(CCCC)CCCC)CCC. (3) The reactants are: [NH2:1][CH2:2][CH2:3][NH:4][CH2:5][CH2:6][OH:7].[NH:8]1[C:16]2[C:11](=[CH:12][C:13]([NH:17][C:18]3[C:19]4[S:26][C:25]([C:27]5[CH:34]=[CH:33][C:30]([CH:31]=O)=[CH:29][CH:28]=5)=[CH:24][C:20]=4[N:21]=[CH:22][N:23]=3)=[CH:14][CH:15]=2)[CH:10]=[CH:9]1.Cl. Given the product [NH:8]1[C:16]2[C:11](=[CH:12][C:13]([NH:17][C:18]3[C:19]4[S:26][C:25]([C:27]5[CH:34]=[CH:33][C:30]([CH2:31][NH:1][CH2:2][CH2:3][NH:4][CH2:5][CH2:6][OH:7])=[CH:29][CH:28]=5)=[CH:24][C:20]=4[N:21]=[CH:22][N:23]=3)=[CH:14][CH:15]=2)[CH:10]=[CH:9]1, predict the reactants needed to synthesize it. (4) Given the product [Cl:5][C:6]1[CH:11]=[CH:10][C:9]([C:12]([N:17]2[C:25]3[C:20](=[C:21]([NH:26][S:27]([CH3:30])(=[O:28])=[O:29])[CH:22]=[CH:23][CH:24]=3)[CH:19]=[CH:18]2)([C:15]2[N:1]=[N:2][NH:3][N:16]=2)[CH2:13][CH3:14])=[CH:8][CH:7]=1, predict the reactants needed to synthesize it. The reactants are: [N-:1]=[N+:2]=[N-:3].[Na+].[Cl:5][C:6]1[CH:11]=[CH:10][C:9]([C:12]([N:17]2[C:25]3[C:20](=[C:21]([NH:26][S:27]([CH3:30])(=[O:29])=[O:28])[CH:22]=[CH:23][CH:24]=3)[CH:19]=[CH:18]2)([C:15]#[N:16])[CH2:13][CH3:14])=[CH:8][CH:7]=1.[Cl-].[NH4+]. (5) Given the product [C:1]([O:5][C:6](=[O:7])[N:8]([CH2:9][CH2:10][CH2:11][C:12](=[O:14])[NH:59][O:58][CH2:51][C:52]1[CH:57]=[CH:56][CH:55]=[CH:54][CH:53]=1)[CH2:15][CH2:16][N:17]1[C:26]2[C:21]([C:22](=[O:28])[NH:23][C:24](=[O:27])[N:25]=2)=[N:20][C:19]2[CH:29]=[C:30]([CH3:34])[C:31]([CH3:33])=[CH:32][C:18]1=2)([CH3:3])([CH3:4])[CH3:2], predict the reactants needed to synthesize it. The reactants are: [C:1]([O:5][C:6]([N:8]([CH2:15][CH2:16][N:17]1[C:26]2[C:21]([C:22](=[O:28])[NH:23][C:24](=[O:27])[N:25]=2)=[N:20][C:19]2[CH:29]=[C:30]([CH3:34])[C:31]([CH3:33])=[CH:32][C:18]1=2)[CH2:9][CH2:10][CH2:11][C:12]([OH:14])=O)=[O:7])([CH3:4])([CH3:3])[CH3:2].F[P-](F)(F)(F)(F)F.C[N+](C)=C(N(C)C)O.Cl.[CH2:51]([O:58][NH2:59])[C:52]1[CH:57]=[CH:56][CH:55]=[CH:54][CH:53]=1.C(N(C(C)C)CC)(C)C. (6) Given the product [CH2:35]([C:7]1[CH:8]=[N:9][C:10]([C:13]2[CH:14]=[C:15]([CH:16]=[CH:17][CH:18]=2)[CH2:19][C:20]2[C:25](=[O:26])[CH:24]=[CH:23][N:22]([C:27]3[CH:28]=[N:29][N:30]([CH3:32])[CH:31]=3)[N:21]=2)=[N:11][CH:12]=1)[CH3:36], predict the reactants needed to synthesize it. The reactants are: FC(F)(F)S(O[C:7]1[CH:8]=[N:9][C:10]([C:13]2[CH:18]=[CH:17][CH:16]=[C:15]([CH2:19][C:20]3[C:25](=[O:26])[CH:24]=[CH:23][N:22]([C:27]4[CH:28]=[N:29][N:30]([CH3:32])[CH:31]=4)[N:21]=3)[CH:14]=2)=[N:11][CH:12]=1)(=O)=O.[CH2:35]([B-](F)(F)F)[CH3:36].[K+].C([O-])([O-])=O.[Cs+].[Cs+].C(Cl)Cl. (7) Given the product [Cl:24][C:5]1[C:6]([NH:8][CH:9]2[CH2:23][CH:12]3[CH2:13][N:14]([C:16]([O:18][C:19]([CH3:22])([CH3:21])[CH3:20])=[O:17])[CH2:15][CH:11]3[CH2:10]2)=[N:7][C:2]([NH:32][C:28]2[CH:29]=[C:30]([CH3:31])[N:26]([CH3:25])[N:27]=2)=[N:3][CH:4]=1, predict the reactants needed to synthesize it. The reactants are: Cl[C:2]1[N:7]=[C:6]([NH:8][CH:9]2[CH2:23][CH:12]3[CH2:13][N:14]([C:16]([O:18][C:19]([CH3:22])([CH3:21])[CH3:20])=[O:17])[CH2:15][CH:11]3[CH2:10]2)[C:5]([Cl:24])=[CH:4][N:3]=1.[CH3:25][N:26]1[C:30]([CH3:31])=[CH:29][C:28]([NH2:32])=[N:27]1.FC(F)(F)C(O)=O.C([O-])([O-])=O.[Na+].[Na+].